From a dataset of Reaction yield outcomes from USPTO patents with 853,638 reactions. Predict the reaction yield, written as a fraction of the theoretical maximum amount of product (1.0 means a 100% yield; for example, 0.34 means a 34% yield). (1) The reactants are [Cl:1][C:2]1[CH:3]=[C:4]2[C:8](=[CH:9][CH:10]=1)[NH:7][CH:6]=[C:5]2[CH2:11][CH2:12][NH:13][C:14](=[O:23])[C:15]1[CH:20]=[CH:19][C:18]([CH2:21]Cl)=[CH:17][CH:16]=1.[F:24][C:25]1[C:30]([F:31])=[CH:29][CH:28]=[CH:27][C:26]=1B(O)O.ClCCl.C(=O)([O-])[O-].[Na+].[Na+].[I-].[Na+]. The catalyst is C(COC)OC.O.C1C=CC(P(C2C=CC=CC=2)[C-]2C=CC=C2)=CC=1.C1C=CC(P(C2C=CC=CC=2)[C-]2C=CC=C2)=CC=1.Cl[Pd]Cl.[Fe+2]. The product is [Cl:1][C:2]1[CH:3]=[C:4]2[C:8](=[CH:9][CH:10]=1)[NH:7][CH:6]=[C:5]2[CH2:11][CH2:12][NH:13][C:14](=[O:23])[C:15]1[CH:20]=[CH:19][C:18]([CH2:21][C:29]2[CH:28]=[CH:27][CH:26]=[C:25]([F:24])[C:30]=2[F:31])=[CH:17][CH:16]=1. The yield is 0.480. (2) The reactants are [OH:1][C:2]1[CH:9]=[CH:8][C:5]([CH:6]=[O:7])=[CH:4][C:3]=1[O:10][CH3:11].[Cl:12][C:13]1[CH:20]=[CH:19][C:16]([CH2:17]Br)=[CH:15][CH:14]=1.C(=O)([O-])[O-].[K+].[K+]. The catalyst is C(#N)C. The product is [Cl:12][C:13]1[CH:20]=[CH:19][C:16]([CH2:17][O:1][C:2]2[CH:9]=[CH:8][C:5]([CH:6]=[O:7])=[CH:4][C:3]=2[O:10][CH3:11])=[CH:15][CH:14]=1. The yield is 0.930. (3) The reactants are [CH3:1][O:2][C:3]1[CH:11]=[CH:10][C:6]([C:7]([OH:9])=O)=[C:5]([CH3:12])[CH:4]=1.[CH2:13]([NH:15][CH2:16][CH3:17])[CH3:14]. The catalyst is S(Cl)(Cl)=O.O. The product is [CH2:13]([N:15]([CH2:16][CH3:17])[C:7](=[O:9])[C:6]1[CH:10]=[CH:11][C:3]([O:2][CH3:1])=[CH:4][C:5]=1[CH3:12])[CH3:14]. The yield is 0.547. (4) The yield is 0.830. The catalyst is CN(C=O)C. The reactants are [Br:1]N1C(C)(C)C(=O)N(Br)C1=O.[NH:12]1[C:20]2[CH2:19][CH2:18][CH2:17][C:16](=[O:21])[C:15]=2[CH:14]=[CH:13]1. The product is [Br:1][C:13]1[NH:12][C:20]2[CH2:19][CH2:18][CH2:17][C:16](=[O:21])[C:15]=2[CH:14]=1.